This data is from Retrosynthesis with 50K atom-mapped reactions and 10 reaction types from USPTO. The task is: Predict the reactants needed to synthesize the given product. (1) The reactants are: CC(C)(C)OC(=O)N[C@H]1CCCC[C@@H]1n1cnc2c(cc(Cc3ccc(Cl)nc3)c3ccccc32)c1=O. Given the product N[C@H]1CCCC[C@@H]1n1cnc2c(cc(Cc3ccc(Cl)nc3)c3ccccc32)c1=O, predict the reactants needed to synthesize it. (2) Given the product O=c1cc(-c2nnn[nH]2)oc2c([N+](=O)[O-])cccc12, predict the reactants needed to synthesize it. The reactants are: N#Cc1cc(=O)c2cccc([N+](=O)[O-])c2o1.[N-]=[N+]=[N-]. (3) Given the product COC(=O)c1ccc(C)c(NC(=O)C=Cc2ccc(OC)c(OC)c2OC)c1, predict the reactants needed to synthesize it. The reactants are: COC(=O)c1ccc(C)c(N)c1.COc1ccc(/C=C/C(=O)O)c(OC)c1OC. (4) Given the product COC(Cc1ccc(OCCN(C)c2nc3ccccc3o2)cc1)C(=O)O, predict the reactants needed to synthesize it. The reactants are: COC(=O)C(Cc1ccc(OCCN(C)c2nc3ccccc3o2)cc1)OC. (5) Given the product C=CCOc1ccc(C(C)=O)c(C)c1C, predict the reactants needed to synthesize it. The reactants are: C=CCI.CC(=O)c1ccc(O)c(C)c1C. (6) Given the product CC(C)(C)OC(=O)NC1CCN(CCC(c2ccccc2)c2ccccc2)CC1, predict the reactants needed to synthesize it. The reactants are: BrCCC(c1ccccc1)c1ccccc1.CC(C)(C)OC(=O)NC1CCNCC1. (7) Given the product CCOC(=O)c1cn2cc(N)ccc2n1, predict the reactants needed to synthesize it. The reactants are: CCOC(=O)c1cn2cc([N+](=O)[O-])ccc2n1.